From a dataset of NCI-60 drug combinations with 297,098 pairs across 59 cell lines. Regression. Given two drug SMILES strings and cell line genomic features, predict the synergy score measuring deviation from expected non-interaction effect. Drug 1: CN1C2=C(C=C(C=C2)N(CCCl)CCCl)N=C1CCCC(=O)O.Cl. Drug 2: COC1=NC(=NC2=C1N=CN2C3C(C(C(O3)CO)O)O)N. Cell line: UACC62. Synergy scores: CSS=16.0, Synergy_ZIP=0.171, Synergy_Bliss=-0.0224, Synergy_Loewe=-23.5, Synergy_HSA=-0.428.